Dataset: Full USPTO retrosynthesis dataset with 1.9M reactions from patents (1976-2016). Task: Predict the reactants needed to synthesize the given product. (1) The reactants are: [Br:1][C:2]1[CH:7]=[CH:6][C:5]([C:8]2[C:12]3[CH:13]=[CH:14][C:15]([O:17][CH2:18][CH2:19][CH2:20]Br)=[CH:16][C:11]=3[S:10][N:9]=2)=[CH:4][CH:3]=1.[NH:22]1[CH2:26][CH2:25][CH2:24][CH2:23]1. Given the product [Br:1][C:2]1[CH:7]=[CH:6][C:5]([C:8]2[C:12]3[CH:13]=[CH:14][C:15]([O:17][CH2:18][CH2:19][CH2:20][N:22]4[CH2:26][CH2:25][CH2:24][CH2:23]4)=[CH:16][C:11]=3[S:10][N:9]=2)=[CH:4][CH:3]=1, predict the reactants needed to synthesize it. (2) The reactants are: [Br:1][C:2]1[C:11]2[C:6](=[CH:7][C:8]([Cl:12])=[CH:9][CH:10]=2)[C:5](=O)[NH:4][CH:3]=1.O=P(Cl)(Cl)[Cl:16]. Given the product [Br:1][C:2]1[C:11]2[C:6](=[CH:7][C:8]([Cl:12])=[CH:9][CH:10]=2)[C:5]([Cl:16])=[N:4][CH:3]=1, predict the reactants needed to synthesize it. (3) Given the product [CH2:3]([O:10][C:11]1[C:16]([CH2:17][N:18]2[CH2:27][CH2:26][C:25]3[C:20](=[C:21]([Cl:39])[C:22]([C@@H:29]([CH:34]4[CH2:38][CH2:37][CH2:36][O:35]4)[CH2:30][OH:31])=[CH:23][C:24]=3[Cl:28])[C:19]2=[O:40])=[C:15]([CH3:41])[CH:14]=[C:13]([CH3:42])[N:12]=1)[C:4]1[CH:5]=[CH:6][CH:7]=[CH:8][CH:9]=1, predict the reactants needed to synthesize it. The reactants are: [BH4-].[Li+].[CH2:3]([O:10][C:11]1[C:16]([CH2:17][N:18]2[CH2:27][CH2:26][C:25]3[C:20](=[C:21]([Cl:39])[C:22]([C@@H:29]([CH:34]4[CH2:38][CH2:37][CH2:36][O:35]4)[C:30](OC)=[O:31])=[CH:23][C:24]=3[Cl:28])[C:19]2=[O:40])=[C:15]([CH3:41])[CH:14]=[C:13]([CH3:42])[N:12]=1)[C:4]1[CH:9]=[CH:8][CH:7]=[CH:6][CH:5]=1. (4) Given the product [C:15]([N:11]1[CH2:10][C@@H:9]2[CH2:14][C@H:12]1[CH2:13][NH:8]2)([CH3:18])([CH3:16])[CH3:17], predict the reactants needed to synthesize it. The reactants are: C(OC([N:8]1[CH2:13][C@@H:12]2[CH2:14][C@H:9]1[CH2:10][N:11]2[C:15]([CH3:18])([CH3:17])[CH3:16])=O)(C)(C)C.CO.Cl. (5) Given the product [Cl:23][C:5]1[C:6]2[S:11][CH:10]=[CH:9][C:7]=2[N:8]=[C:3]([C:2]([F:20])([F:1])[C:13]2[CH:18]=[CH:17][C:16]([F:19])=[CH:15][N:14]=2)[N:4]=1, predict the reactants needed to synthesize it. The reactants are: [F:1][C:2]([F:20])([C:13]1[CH:18]=[CH:17][C:16]([F:19])=[CH:15][N:14]=1)[C:3]1[N:4]=[C:5](O)[C:6]2[S:11][CH:10]=[CH:9][C:7]=2[N:8]=1.P(Cl)(Cl)([Cl:23])=O.CCN(C(C)C)C(C)C. (6) The reactants are: Cl[C:2]([O:4][C:5]1[CH:10]=[CH:9][CH:8]=[CH:7][CH:6]=1)=[O:3].[NH2:11][C:12]1[C:13]([O:26][CH3:27])=[C:14]([CH:19]=[C:20]([C:22]([CH3:25])([CH3:24])[CH3:23])[CH:21]=1)[C:15]([NH:17][CH3:18])=[O:16].C([O-])(O)=O.[Na+]. Given the product [CH3:21][CH2:12][CH2:13][CH:14]([CH3:19])[CH3:15].[C:22]([C:20]1[CH:19]=[C:14]([C:15](=[O:16])[NH:17][CH3:18])[C:13]([O:26][CH3:27])=[C:12]([NH:11][C:2](=[O:3])[O:4][C:5]2[CH:10]=[CH:9][CH:8]=[CH:7][CH:6]=2)[CH:21]=1)([CH3:25])([CH3:23])[CH3:24], predict the reactants needed to synthesize it.